From a dataset of Experimentally validated miRNA-target interactions with 360,000+ pairs, plus equal number of negative samples. Binary Classification. Given a miRNA mature sequence and a target amino acid sequence, predict their likelihood of interaction. (1) The miRNA is hsa-miR-591 with sequence AGACCAUGGGUUCUCAUUGU. The protein sequence of the target gene is MISSKPRLVVPYGLKTLLEGISRAVLKTNPSNINQFAAAYFQELTMYRGNTTMDIKDLVKQFHQIKVEKWSEGTTPQKKLECLKEPGKTSVESKVPTQMEKSTDTDEDNVTRTEYSDKTTQFPSVYAVPGTEQTEAVGGLSSKPATPKTTTPPSSPPPTAVSPEFAYVPADPAQLAAQMLGKVSSIHSDQSDVLMVDVATSMPVVIKEVPSSEAAEDVMVAAPLVCSGKVLEVQVVNQTSVHVDLGSQPKENEAEPSTASSVPLQDEQEPPAYDQAPEVTLQADIEVMSTVHISSVYNDV.... Result: 0 (no interaction). (2) The miRNA is mmu-miR-1896 with sequence CUCUCUGAUGGUGGGUGAGGAG. The protein sequence of the target gene is MSSLGASFVQIKFDDLQFFENCGGGSFGSVYRAKWISQDKEVAVKKLLKIEKEAEILSVLSHRNIIQFYGVILEPPNYGIVTEYASLGSLYDYINSNRSEEMDMEHIMTWATDVAKGMHYLHMEAPVKVIHRDLKSRNVVIAADGVLKICDFGASRFHNHTTHMSLVGTFPWMAPEVIQSLPVSETCDTYSYGVVLWEMLTREVPFKGLEGLQVAWLVVEKNERLTIPSSCPRSFAELLHQCWEADAKKRPSFKQIISILESMSNDTNLPDQCNSFLHNKAEWRCEIEATLERLKKLERD.... Result: 1 (interaction). (3) The miRNA is hsa-miR-6727-5p with sequence CUCGGGGCAGGCGGCUGGGAGCG. The protein sequence of the target gene is MSSPERDEGTPVPDSRGHCDADTVSGTPDRRPLLGEEKAVTGEGRAGIVGSPAPRDVEGLVPQIRVAAARQGESPPSVRGPAAAVFVTPKYVEKAQETRGAESQARDVKTEPGTVAAAAEKSEVATPGSEEVMEVEQKPAGEEMEMLEASGGVREAPEEAGPWHLGIDLRRNPLEAIQLELDTVNAQADRAFQHLEQKFGRMRRHYLERRNYIIQNIPGFWMTAFRNHPQLSAMIRGRDAEMLRYVTSLEVKELRHPKTGCKFKFFFRRNPYFRNKLIVKEYEVRSSGRVVSLSTPIIWR.... Result: 0 (no interaction). (4) The miRNA is hsa-miR-335-5p with sequence UCAAGAGCAAUAACGAAAAAUGU. The protein sequence of the target gene is MSRLLHAEEWAEVKELGDHHRQPQPHHLPQPPPPPQPPATLQAREHPVYPPELSLLDSTDPRAWLAPTLQGICTARAAQYLLHSPELGASEAAAPRDEVDGRGELVRRSSGGASSSKSPGPVKVREQLCKLKGGVVVDELGCSRQRAPSSKQVNGVQKQRRLAANARERRRMHGLNHAFDQLRNVIPSFNNDKKLSKYETLQMAQIYINALSELLQTPSGGEQPPPPPASCKSDHHHLRTAASYEGGAGNATAAGAQQASGGSQRPTPPGSCRTRFSAPASAGGYSVQLDALHFSTFEDS.... Result: 1 (interaction). (5) The miRNA is hsa-miR-4795-5p with sequence AGAAGUGGCUAAUAAUAUUGA. The protein sequence of the target gene is MVLSLTGLIAFSFLQATLALNPEDPNVCSHWESYAVTVQESYAHPFDQIYYTRCTDILNWFKCTRHRISYKTAYRRGLRTMYRRRSQCCPGYYESGDFCIPLCTEECVHGRCVSPDTCHCEPGWGGPDCSSGCDSDHWGPHCSNRCQCQNGALCNPITGACVCAAGFRGWRCEELCAPGTHGKGCQLPCQCRHGASCDPRAGECLCAPGYTGVYCEELCPPGSHGAHCELRCPCQNGGTCHHITGECACPPGWTGAVCAQPCPPGTFGQNCSQDCPCHHGGQCDHVTGQCHCTAGYMGDR.... Result: 0 (no interaction). (6) The miRNA is hsa-miR-181a-3p with sequence ACCAUCGACCGUUGAUUGUACC. The protein sequence of the target gene is MFPVLPQSVQAPLIWPQRESMEVSLHSTFRLTCRGQTELSWNGPVFIDDQTNSVKKGLFISTVTISNATAVHTGEYVCSSEPFNSTESTIYIYVPDPQTPFVPSMTPFENHVLTSYDEMEIPCRVTDPSASVSLIHMGTDQVMPSAYDSKRGFIGLFGAGTYVCRALIHGQNHDSIEYIVHGWTGGSDLRVELRAVKRTLLVGETITVDCVAKGSEVLEDHWKYPGKLANRGPKTVKENKLNLEIYYTLTVTNASPKDSGIYACSITDIMSNESQTKELTITVYDHEFVHINPLIGPVET.... Result: 0 (no interaction).